This data is from NCI-60 drug combinations with 297,098 pairs across 59 cell lines. The task is: Regression. Given two drug SMILES strings and cell line genomic features, predict the synergy score measuring deviation from expected non-interaction effect. (1) Drug 1: C(=O)(N)NO. Drug 2: CC1C(C(CC(O1)OC2CC(CC3=C2C(=C4C(=C3O)C(=O)C5=C(C4=O)C(=CC=C5)OC)O)(C(=O)CO)O)N)O.Cl. Cell line: SR. Synergy scores: CSS=58.4, Synergy_ZIP=1.71, Synergy_Bliss=0.657, Synergy_Loewe=-22.1, Synergy_HSA=1.01. (2) Drug 1: CCCCCOC(=O)NC1=NC(=O)N(C=C1F)C2C(C(C(O2)C)O)O. Drug 2: CC=C1C(=O)NC(C(=O)OC2CC(=O)NC(C(=O)NC(CSSCCC=C2)C(=O)N1)C(C)C)C(C)C. Cell line: MDA-MB-435. Synergy scores: CSS=53.6, Synergy_ZIP=-1.52, Synergy_Bliss=-5.09, Synergy_Loewe=-50.9, Synergy_HSA=-4.63. (3) Drug 1: CC(C1=C(C=CC(=C1Cl)F)Cl)OC2=C(N=CC(=C2)C3=CN(N=C3)C4CCNCC4)N. Drug 2: C(CN)CNCCSP(=O)(O)O. Cell line: CCRF-CEM. Synergy scores: CSS=58.6, Synergy_ZIP=6.04, Synergy_Bliss=-1.22, Synergy_Loewe=-41.0, Synergy_HSA=-2.32. (4) Drug 1: C1C(C(OC1N2C=NC3=C(N=C(N=C32)Cl)N)CO)O. Drug 2: CS(=O)(=O)OCCCCOS(=O)(=O)C. Cell line: NCI-H522. Synergy scores: CSS=22.0, Synergy_ZIP=-9.50, Synergy_Bliss=2.51, Synergy_Loewe=0.969, Synergy_HSA=3.00. (5) Drug 1: CC12CCC(CC1=CCC3C2CCC4(C3CC=C4C5=CN=CC=C5)C)O. Drug 2: C1CCN(CC1)CCOC2=CC=C(C=C2)C(=O)C3=C(SC4=C3C=CC(=C4)O)C5=CC=C(C=C5)O. Cell line: SN12C. Synergy scores: CSS=5.58, Synergy_ZIP=-0.380, Synergy_Bliss=5.56, Synergy_Loewe=6.07, Synergy_HSA=5.95. (6) Drug 1: C1=CC(=CC=C1C#N)C(C2=CC=C(C=C2)C#N)N3C=NC=N3. Drug 2: CCC(=C(C1=CC=CC=C1)C2=CC=C(C=C2)OCCN(C)C)C3=CC=CC=C3.C(C(=O)O)C(CC(=O)O)(C(=O)O)O. Cell line: TK-10. Synergy scores: CSS=2.68, Synergy_ZIP=-1.05, Synergy_Bliss=1.58, Synergy_Loewe=-2.18, Synergy_HSA=-1.77. (7) Drug 1: CS(=O)(=O)C1=CC(=C(C=C1)C(=O)NC2=CC(=C(C=C2)Cl)C3=CC=CC=N3)Cl. Drug 2: COC1=NC(=NC2=C1N=CN2C3C(C(C(O3)CO)O)O)N. Cell line: HOP-62. Synergy scores: CSS=3.35, Synergy_ZIP=-0.344, Synergy_Bliss=1.38, Synergy_Loewe=-1.17, Synergy_HSA=-1.47. (8) Drug 1: CC1=CC=C(C=C1)C2=CC(=NN2C3=CC=C(C=C3)S(=O)(=O)N)C(F)(F)F. Drug 2: C1=NC2=C(N1)C(=S)N=CN2. Cell line: HOP-92. Synergy scores: CSS=43.9, Synergy_ZIP=-2.57, Synergy_Bliss=-3.55, Synergy_Loewe=-9.24, Synergy_HSA=0.450. (9) Drug 1: CC1=C(C(=CC=C1)Cl)NC(=O)C2=CN=C(S2)NC3=CC(=NC(=N3)C)N4CCN(CC4)CCO. Drug 2: CN(CC1=CN=C2C(=N1)C(=NC(=N2)N)N)C3=CC=C(C=C3)C(=O)NC(CCC(=O)O)C(=O)O. Cell line: U251. Synergy scores: CSS=36.3, Synergy_ZIP=6.59, Synergy_Bliss=7.70, Synergy_Loewe=-20.5, Synergy_HSA=3.72. (10) Drug 1: CCCS(=O)(=O)NC1=C(C(=C(C=C1)F)C(=O)C2=CNC3=C2C=C(C=N3)C4=CC=C(C=C4)Cl)F. Drug 2: C1C(C(OC1N2C=C(C(=O)NC2=O)F)CO)O. Cell line: A498. Synergy scores: CSS=32.5, Synergy_ZIP=3.98, Synergy_Bliss=6.11, Synergy_Loewe=-2.23, Synergy_HSA=6.99.